From a dataset of Forward reaction prediction with 1.9M reactions from USPTO patents (1976-2016). Predict the product of the given reaction. (1) The product is: [NH:42]1[C:43]2[CH:48]=[CH:47][CH:46]=[CH:45][C:44]=2[N:49]=[C:12]1[CH:11]([C:15]1([C:18]2[CH:23]=[CH:22][C:21]([O:24][CH3:25])=[CH:20][CH:19]=2)[CH2:17][CH2:16]1)[NH:10][CH2:3][C:4]1[CH:9]=[CH:8][CH:7]=[CH:6][CH:5]=1. Given the reactants N#N.[CH2:3]([NH:10][CH:11]([C:15]1([C:18]2[CH:23]=[CH:22][C:21]([O:24][CH3:25])=[CH:20][CH:19]=2)[CH2:17][CH2:16]1)[C:12](O)=O)[C:4]1[CH:9]=[CH:8][CH:7]=[CH:6][CH:5]=1.C(N1CCOCC1)C.CN(C(O[N:42]1N=[N:49][C:44]2[CH:45]=[CH:46][CH:47]=[CH:48][C:43]1=2)=[N+](C)C)C.[B-](F)(F)(F)F.C1(N)C=CC=CC=1N, predict the reaction product. (2) The product is: [CH:7]1([CH2:6]/[CH:5]=[C:4](\[C:12]2[CH:17]=[CH:16][C:15]([N:18]3[C:22]([CH3:23])=[N:21][N:20]=[N:19]3)=[C:14]([C:24]([F:25])([F:27])[F:26])[CH:13]=2)/[C:3]([OH:28])=[O:2])[CH2:11][CH2:10][CH2:9][CH2:8]1. Given the reactants C[O:2][C:3](=[O:28])/[C:4](/[C:12]1[CH:17]=[CH:16][C:15]([N:18]2[C:22]([CH3:23])=[N:21][N:20]=[N:19]2)=[C:14]([C:24]([F:27])([F:26])[F:25])[CH:13]=1)=[CH:5]/[CH2:6][CH:7]1[CH2:11][CH2:10][CH2:9][CH2:8]1.[OH-].[Na+], predict the reaction product. (3) Given the reactants [NH2:1][C:2]1[C:3]2[C:10]([C:11]3[CH:12]=[C:13]([OH:17])[CH:14]=[CH:15][CH:16]=3)=[CH:9][N:8]([C@H:18]3[CH2:21][C@@H:20]([CH2:22][N:23]4[CH2:28][CH2:27][S:26](=[O:30])(=[O:29])[CH2:25][CH2:24]4)[CH2:19]3)[C:4]=2[N:5]=[CH:6][N:7]=1.[CH3:31][C:32]1([CH3:39])[O:36][CH:35]([CH2:37]O)[CH2:34][CH2:33]1, predict the reaction product. The product is: [CH3:31][C:32]1([CH3:39])[O:36][CH:35]([CH2:37][O:17][C:13]2[CH:12]=[C:11]([C:10]3[C:3]4[C:2]([NH2:1])=[N:7][CH:6]=[N:5][C:4]=4[N:8]([CH:18]4[CH2:21][CH:20]([CH2:22][N:23]5[CH2:24][CH2:25][S:26](=[O:30])(=[O:29])[CH2:27][CH2:28]5)[CH2:19]4)[CH:9]=3)[CH:16]=[CH:15][CH:14]=2)[CH2:34][CH2:33]1. (4) Given the reactants [OH:1][CH2:2][C:3]1[C:4]([O:12][CH3:13])=[CH:5][C:6]2[C:7]([CH:11]=1)=[N:8][O:9][N:10]=2, predict the reaction product. The product is: [CH3:13][O:12][C:4]1[C:3]([CH:2]=[O:1])=[CH:11][C:7]2=[N:8][O:9][N:10]=[C:6]2[CH:5]=1. (5) Given the reactants [NH2:1][C:2]1[CH:3]=[C:4]2[C:20](=[O:21])[NH:19][N:18]=[CH:17][C:6]3=[C:7]([C:11]4[CH:16]=[CH:15][CH:14]=[CH:13][CH:12]=4)[NH:8][C:9]([CH:10]=1)=[C:5]23.[CH3:22][C:23]([O:26][C:27]([NH:29][C:30]1([C:39](O)=[O:40])[C:38]2[C:33](=[CH:34][CH:35]=[CH:36][CH:37]=2)[CH2:32][CH2:31]1)=[O:28])([CH3:25])[CH3:24].C(N(CC)CC)C.F[P-](F)(F)(F)(F)F.N1(OC(N(C)C)=[N+](C)C)C2N=CC=CC=2N=N1, predict the reaction product. The product is: [O:21]=[C:20]1[C:4]2[C:5]3[C:6](=[C:7]([C:11]4[CH:12]=[CH:13][CH:14]=[CH:15][CH:16]=4)[NH:8][C:9]=3[CH:10]=[C:2]([NH:1][C:39]([C:30]3([NH:29][C:27](=[O:28])[O:26][C:23]([CH3:24])([CH3:22])[CH3:25])[C:38]4[C:33](=[CH:34][CH:35]=[CH:36][CH:37]=4)[CH2:32][CH2:31]3)=[O:40])[CH:3]=2)[CH:17]=[N:18][NH:19]1.